From a dataset of Full USPTO retrosynthesis dataset with 1.9M reactions from patents (1976-2016). Predict the reactants needed to synthesize the given product. (1) Given the product [C:3]1([CH:25]([C:22]([Cl:32])=[O:23])[C:26]([Cl:28])=[O:27])[CH:8]=[CH:7][CH:6]=[CH:5][CH:4]=1, predict the reactants needed to synthesize it. The reactants are: FC(F)(F)[C:3]1[CH:8]=[CH:7][C:6]([C:3]2[C:8](C(O)=O)=[CH:7][CH:6]=[CH:5][CH:4]=2)=[CH:5][CH:4]=1.CN(C)[CH:22]=[O:23].[C:25](Cl)(=O)[C:26]([Cl:28])=[O:27].C(Cl)[Cl:32]. (2) The reactants are: [C:1]1([CH3:17])[CH:6]=[CH:5][CH:4]=[CH:3][C:2]=1[O:7][CH2:8][CH2:9][CH2:10][CH2:11][CH2:12][CH2:13][CH2:14][CH2:15][NH2:16].Cl[C:19]1[C:28]2[C:23](=[CH:24][CH:25]=[CH:26][CH:27]=2)[N:22]=[CH:21][CH:20]=1.C(OCCCOCCCCCCCCNC1C2C(=CC=CC=2)N=CC=1)C. Given the product [C:1]1([CH3:17])[CH:6]=[CH:5][CH:4]=[CH:3][C:2]=1[O:7][CH2:8][CH2:9][CH2:10][CH2:11][CH2:12][CH2:13][CH2:14][CH2:15][NH:16][C:19]1[C:28]2[C:23](=[CH:24][CH:25]=[CH:26][CH:27]=2)[N:22]=[CH:21][CH:20]=1, predict the reactants needed to synthesize it. (3) Given the product [Si:10]([O:13][CH2:14][C:15]1[CH:20]=[C:19]([C:21]([F:24])([F:22])[F:23])[CH:18]=[CH:17][C:16]=1[C:25]1[CH:30]=[C:29]([CH:31]([CH3:32])[CH3:33])[C:28]([F:34])=[C:27]([OH:38])[C:26]=1[O:35][CH3:36])([C:6]([CH3:7])([CH3:8])[CH3:9])([CH3:12])[CH3:11], predict the reactants needed to synthesize it. The reactants are: C([Li])CCC.[C:6]([Si:10]([O:13][CH2:14][C:15]1[CH:20]=[C:19]([C:21]([F:24])([F:23])[F:22])[CH:18]=[CH:17][C:16]=1[C:25]1[CH:30]=[C:29]([CH:31]([CH3:33])[CH3:32])[C:28]([F:34])=[CH:27][C:26]=1[O:35][CH3:36])([CH3:12])[CH3:11])([CH3:9])([CH3:8])[CH3:7].B(OC)(OC)[O:38]C.C(O)(=O)C.OO. (4) Given the product [CH3:1][N:2]([S:21]([C:24]1[S:25][CH:26]=[CH:27][CH:28]=1)(=[O:23])=[O:22])[C:3]1[CH:4]=[CH:5][CH:6]=[C:7]2[C:11]=1[NH:10][C:9]([C:12]1[S:13][CH:14]([CH2:17][C:18]([NH2:30])=[O:20])[CH2:15][N:16]=1)=[CH:8]2, predict the reactants needed to synthesize it. The reactants are: [CH3:1][N:2]([S:21]([C:24]1[S:25][CH:26]=[CH:27][CH:28]=1)(=[O:23])=[O:22])[C:3]1[CH:4]=[CH:5][CH:6]=[C:7]2[C:11]=1[NH:10][C:9]([C:12]1[S:13][CH:14]([CH2:17][C:18]([OH:20])=O)[CH2:15][N:16]=1)=[CH:8]2.C[N:30](C)C=O.Cl.CN(C)CCCN=C=NCC. (5) Given the product [NH2:1][C:2]1[N:10]=[C:9]2[C:5]([NH:6][CH:7]=[N:8]2)=[C:4]([NH:20][C:16]2[CH:17]=[CH:18][CH:19]=[C:14]([O:13][CH3:12])[CH:15]=2)[N:3]=1, predict the reactants needed to synthesize it. The reactants are: [NH2:1][C:2]1[N:10]=[C:9]2[C:5]([NH:6][CH:7]=[N:8]2)=[C:4](Cl)[N:3]=1.[CH3:12][O:13][C:14]1[CH:19]=[CH:18][CH:17]=[C:16]([NH2:20])[CH:15]=1.C(N(CC)CC)C. (6) Given the product [C:24]([O:23][C:22]([NH:21][C:11]1[CH:12]=[CH:13][C:14]([C:16]2[S:17][CH:18]=[CH:19][CH:20]=2)=[CH:15][C:10]=1[NH:9][C:7]([C:6]1[CH:29]=[CH:30][C:3]([CH2:2][NH:1][C:43](=[O:44])[O:42][CH2:41][Cl:40])=[CH:4][CH:5]=1)=[O:8])=[O:28])([CH3:25])([CH3:26])[CH3:27], predict the reactants needed to synthesize it. The reactants are: [NH2:1][CH2:2][C:3]1[CH:30]=[CH:29][C:6]([C:7]([NH:9][C:10]2[CH:15]=[C:14]([C:16]3[S:17][CH:18]=[CH:19][CH:20]=3)[CH:13]=[CH:12][C:11]=2[NH:21][C:22](=[O:28])[O:23][C:24]([CH3:27])([CH3:26])[CH3:25])=[O:8])=[CH:5][CH:4]=1.CCN(C(C)C)C(C)C.[Cl:40][CH2:41][O:42][C:43](Cl)=[O:44]. (7) Given the product [Cl:30][C:24]1[CH:25]=[CH:26][CH:27]=[C:28]([Cl:29])[C:23]=1[C:22]([NH:21][C:18]1[CH:19]=[CH:20][C:15]2[O:14][C@@H:13]([CH2:32][N:44]3[CH2:45][CH2:46][CH2:47][C:48]3=[O:50])[CH2:12][N:11]([S:8]([C:4]3[CH:5]=[CH:6][CH:7]=[C:2]([Cl:1])[CH:3]=3)(=[O:10])=[O:9])[C:16]=2[CH:17]=1)=[O:31], predict the reactants needed to synthesize it. The reactants are: [Cl:1][C:2]1[CH:3]=[C:4]([S:8]([N:11]2[C:16]3[CH:17]=[C:18]([NH:21][C:22](=[O:31])[C:23]4[C:28]([Cl:29])=[CH:27][CH:26]=[CH:25][C:24]=4[Cl:30])[CH:19]=[CH:20][C:15]=3[O:14][C@@H:13]([CH2:32]OS(C3C=CC(C)=CC=3)(=O)=O)[CH2:12]2)(=[O:10])=[O:9])[CH:5]=[CH:6][CH:7]=1.[NH2:44][CH2:45][CH2:46][CH2:47][C:48]([OH:50])=O. (8) Given the product [CH3:1][C:2]1[N:3]=[C:4]2[C:9]([NH:10][CH2:11][C:12]3[C:17]([CH3:18])=[CH:16][CH:15]=[CH:14][C:13]=3[CH2:19][CH3:20])=[CH:8][C:7]([C:21]([NH:31][CH2:28][CH2:29][CH3:30])=[O:22])=[CH:6][N:5]2[C:26]=1[CH3:27], predict the reactants needed to synthesize it. The reactants are: [CH3:1][C:2]1[N:3]=[C:4]2[C:9]([NH:10][CH2:11][C:12]3[C:17]([CH3:18])=[CH:16][CH:15]=[CH:14][C:13]=3[CH2:19][CH3:20])=[CH:8][C:7]([C:21](OCC)=[O:22])=[CH:6][N:5]2[C:26]=1[CH3:27].[CH2:28]([NH2:31])[CH2:29][CH3:30].[C-]#N.[Na+].